From a dataset of Forward reaction prediction with 1.9M reactions from USPTO patents (1976-2016). Predict the product of the given reaction. (1) Given the reactants Cl[C:2]1[CH:7]=[C:6]([Cl:8])[N:5]=[CH:4][N:3]=1.CCN(C(C)C)C(C)C.[F:18][C:19]([F:27])([F:26])[CH:20]1[CH2:25][CH2:24][NH:23][CH2:22][CH2:21]1, predict the reaction product. The product is: [Cl:8][C:6]1[CH:7]=[C:2]([N:23]2[CH2:24][CH2:25][CH:20]([C:19]([F:27])([F:26])[F:18])[CH2:21][CH2:22]2)[N:3]=[CH:4][N:5]=1. (2) Given the reactants C(OC(=O)[NH:7][C@@:8]1([C:13](=[O:27])[NH:14][C:15]2[CH:26]=[CH:25][C:18]3[CH2:19][CH2:20][N:21]([CH3:24])[CH2:22][CH2:23][C:17]=3[CH:16]=2)[CH2:12][CH2:11][O:10][CH2:9]1)(C)(C)C.[ClH:29].CO.CC(OC)(C)C, predict the reaction product. The product is: [ClH:29].[CH3:24][N:21]1[CH2:22][CH2:23][C:17]2[CH:16]=[C:15]([NH:14][C:13]([C@:8]3([NH2:7])[CH2:12][CH2:11][O:10][CH2:9]3)=[O:27])[CH:26]=[CH:25][C:18]=2[CH2:19][CH2:20]1. (3) Given the reactants [C:1]1([S:7]([CH2:10][C:11]([OH:13])=O)(=[O:9])=[O:8])[CH:6]=[CH:5][CH:4]=[CH:3][CH:2]=1.C(Cl)(=O)C(Cl)=O.[NH2:20][C:21]1[CH:30]=[C:29]([Cl:31])[C:28]([I:32])=[CH:27][C:22]=1[C:23]([O:25][CH3:26])=[O:24].C(N(CC)CC)C, predict the reaction product. The product is: [Cl:31][C:29]1[C:28]([I:32])=[CH:27][C:22]([C:23]([O:25][CH3:26])=[O:24])=[C:21]([NH:20][C:11](=[O:13])[CH2:10][S:7]([C:1]2[CH:2]=[CH:3][CH:4]=[CH:5][CH:6]=2)(=[O:8])=[O:9])[CH:30]=1. (4) The product is: [Cl:5][C:6]1[CH:44]=[CH:43][CH:42]=[C:41]([Cl:45])[C:7]=1[C:8]([NH:10][C@H:11]([C:33]([OH:35])=[O:34])[CH2:12][C:13]1[CH:14]=[CH:15][C:16]([N:19]2[CH2:24][CH2:23][CH:22]([NH:25][C:26]3[CH:31]=[CH:30][CH:29]=[CH:28][N:27]=3)[CH2:21][CH2:20]2)=[CH:17][CH:18]=1)=[O:9]. Given the reactants P(Cl)(Cl)Cl.[Cl:5][C:6]1[CH:44]=[CH:43][CH:42]=[C:41]([Cl:45])[C:7]=1[C:8]([NH:10][C@H:11]([C:33]([O:35]CCC(C)C)=[O:34])[CH2:12][C:13]1[CH:18]=[CH:17][C:16]([N:19]2[CH2:24][CH2:23][CH:22]([NH:25][C:26]3[CH:31]=[CH:30][CH:29]=[CH:28][N+:27]=3[O-])[CH2:21][CH2:20]2)=[CH:15][CH:14]=1)=[O:9].[OH-].[Na+], predict the reaction product. (5) Given the reactants C(S[C:4](=[O:23])[CH:5]([C:19]([F:22])([F:21])[F:20])[CH2:6][C:7](=O)[C:8]1[CH:13]=[CH:12][C:11]([C:14]([F:17])([F:16])[F:15])=[CH:10][CH:9]=1)C.O.[NH2:25][NH2:26], predict the reaction product. The product is: [F:20][C:19]([F:22])([F:21])[CH:5]1[CH2:6][C:7]([C:8]2[CH:13]=[CH:12][C:11]([C:14]([F:17])([F:16])[F:15])=[CH:10][CH:9]=2)=[N:26][NH:25][C:4]1=[O:23]. (6) Given the reactants [Cl:1][C:2]1[CH:3]=[C:4]([O:9][C:10]2[C:22]([F:23])=[CH:21][C:13]([C:14]([O:16]C(C)(C)C)=[O:15])=[C:12]([F:24])[CH:11]=2)[CH:5]=[N:6][C:7]=1[F:8].FC(F)(F)C(O)=O, predict the reaction product. The product is: [Cl:1][C:2]1[CH:3]=[C:4]([O:9][C:10]2[C:22]([F:23])=[CH:21][C:13]([C:14]([OH:16])=[O:15])=[C:12]([F:24])[CH:11]=2)[CH:5]=[N:6][C:7]=1[F:8].